Dataset: Catalyst prediction with 721,799 reactions and 888 catalyst types from USPTO. Task: Predict which catalyst facilitates the given reaction. (1) Reactant: Br[C:2]1[C:10]2[CH:9]([CH2:11][N+:12]([O-:14])=[O:13])[O:8][B:7]([OH:15])[C:6]=2[C:5]([O:16][CH2:17][CH3:18])=[CH:4][CH:3]=1.[CH3:19][Sn](C)(C)C. Product: [CH2:17]([O:16][C:5]1[C:6]2[B:7]([OH:15])[O:8][CH:9]([CH2:11][N+:12]([O-:14])=[O:13])[C:10]=2[C:2]([CH3:19])=[CH:3][CH:4]=1)[CH3:18]. The catalyst class is: 128. (2) Reactant: [F:1][CH:2]([F:30])[O:3][C:4]1[CH:29]=[CH:28][CH:27]=[CH:26][C:5]=1[CH2:6][O:7][C:8]1[CH:12]=[C:11]([N:13]2[C:17]3[CH:18]=[N:19][CH:20]=[CH:21][C:16]=3[N:15]=[CH:14]2)[S:10][C:9]=1[C:22]([O:24]C)=O.[NH3:31]. Product: [F:30][CH:2]([F:1])[O:3][C:4]1[CH:29]=[CH:28][CH:27]=[CH:26][C:5]=1[CH2:6][O:7][C:8]1[CH:12]=[C:11]([N:13]2[C:17]3[CH:18]=[N:19][CH:20]=[CH:21][C:16]=3[N:15]=[CH:14]2)[S:10][C:9]=1[C:22]([NH2:31])=[O:24]. The catalyst class is: 5. (3) Reactant: [CH:1]1([CH2:4][O:5][C:6]2[C:7](I)=[N:8][C:9]([S:12]([CH3:15])(=[O:14])=[O:13])=[CH:10][CH:11]=2)[CH2:3][CH2:2]1.[CH3:17][N:18]1[CH:27]=[C:26](B2OC(C)(C)C(C)(C)O2)[C:25]2[C:20](=[CH:21][CH:22]=[CH:23][CH:24]=2)[C:19]1=[O:37].[O-]P([O-])([O-])=O.[K+].[K+].[K+]. Product: [CH:1]1([CH2:4][O:5][C:6]2[C:7]([C:26]3[C:25]4[C:20](=[CH:21][CH:22]=[CH:23][CH:24]=4)[C:19](=[O:37])[N:18]([CH3:17])[CH:27]=3)=[N:8][C:9]([S:12]([CH3:15])(=[O:14])=[O:13])=[CH:10][CH:11]=2)[CH2:3][CH2:2]1. The catalyst class is: 117. (4) Reactant: C(OC(=O)[NH:7][CH2:8][CH2:9][NH:10][C:11]([NH:13][C:14]1[CH:19]=[CH:18][C:17]([CH2:20][C:21]2[C:29]3[C:24](=[CH:25][CH:26]=[CH:27][CH:28]=3)[NH:23][CH:22]=2)=[C:16]([CH2:30][CH3:31])[CH:15]=1)=[O:12])(C)(C)C.FC(F)(F)C(O)=O. Product: [NH:23]1[C:24]2[C:29](=[CH:28][CH:27]=[CH:26][CH:25]=2)[C:21]([CH2:20][C:17]2[CH:18]=[CH:19][C:14]([NH:13][C:11]([NH:10][CH2:9][CH2:8][NH2:7])=[O:12])=[CH:15][C:16]=2[CH2:30][CH3:31])=[CH:22]1. The catalyst class is: 2. (5) Reactant: C(N(CC)C(=O)[O:5][C:6]1[CH:11]=[CH:10][CH:9]=[C:8]([Cl:12])[C:7]=1[CH2:13][CH2:14][CH2:15][OH:16])C.[OH-].[Na+]. Product: [Cl:12][C:8]1[C:7]([CH2:13][CH2:14][CH2:15][OH:16])=[C:6]([OH:5])[CH:11]=[CH:10][CH:9]=1. The catalyst class is: 8. (6) Reactant: Cl[CH2:2][CH2:3][CH2:4][N:5]1[CH2:10][CH2:9][CH:8]2[O:11][CH2:12][CH2:13][O:14][CH:7]2[CH2:6]1.[Cl:15][C:16]1[CH:17]=[C:18]([NH:23][C:24]2[C:33]3[C:28](=[CH:29][C:30]([O:35][CH3:36])=[C:31]([OH:34])[CH:32]=3)[N:27]=[CH:26][N:25]=2)[CH:19]=[CH:20][C:21]=1[F:22].C([O-])([O-])=O.[K+].[K+].C(Cl)Cl. Product: [Cl:15][C:16]1[CH:17]=[C:18]([NH:23][C:24]2[C:33]3[C:28](=[CH:29][C:30]([O:35][CH3:36])=[C:31]([O:34][CH2:2][CH2:3][CH2:4][N:5]4[CH2:10][CH2:9][CH:8]5[O:11][CH2:12][CH2:13][O:14][CH:7]5[CH2:6]4)[CH:32]=3)[N:27]=[CH:26][N:25]=2)[CH:19]=[CH:20][C:21]=1[F:22]. The catalyst class is: 3. (7) Reactant: [NH2:1][C:2]1[CH:7]=[CH:6][C:5]([Cl:8])=[CH:4][N:3]=1.C([O-])(=O)C.[Na+].[Br:14]Br. Product: [NH2:1][C:2]1[C:7]([Br:14])=[CH:6][C:5]([Cl:8])=[CH:4][N:3]=1. The catalyst class is: 15. (8) Reactant: [F:1][C:2]1[CH:3]=[C:4]([N+:10]([O-:12])=[O:11])[CH:5]=[C:6]([F:9])[C:7]=1F.[CH3:13][CH:14]([C:20]([O:22][CH2:23][CH3:24])=[O:21])[C:15]([O:17][CH2:18][CH3:19])=[O:16].[OH-].[Na+]. Product: [F:9][C:6]1[CH:5]=[C:4]([N+:10]([O-:12])=[O:11])[CH:3]=[C:2]([F:1])[C:7]=1[C:14]([CH3:13])([C:15]([O:17][CH2:18][CH3:19])=[O:16])[C:20]([O:22][CH2:23][CH3:24])=[O:21]. The catalyst class is: 3. (9) Reactant: Cl[C:2]1[CH:10]=[CH:9][C:8]([S:11](=[O:15])(=[O:14])[NH:12][CH3:13])=[CH:7][C:3]=1[C:4]([OH:6])=[O:5].C(=O)([O-])[O-].[Cs+].[Cs+].[CH3:22][CH:23]([SH:25])[CH3:24].Cl. Product: [CH:23]([S:25][C:2]1[CH:10]=[CH:9][C:8]([S:11](=[O:15])(=[O:14])[NH:12][CH3:13])=[CH:7][C:3]=1[C:4]([OH:6])=[O:5])([CH3:24])[CH3:22]. The catalyst class is: 80.